Dataset: Forward reaction prediction with 1.9M reactions from USPTO patents (1976-2016). Task: Predict the product of the given reaction. (1) Given the reactants [Cl:1][C:2]1[CH:11]=[C:10]([Cl:12])[C:5]([C:6]([O:8]C)=O)=[C:4]([N+:13]([O-:15])=[O:14])[C:3]=1[O:16][CH3:17].[CH2:18]([NH2:21])[CH2:19][CH3:20], predict the reaction product. The product is: [Cl:1][C:2]1[CH:11]=[C:10]([Cl:12])[C:5]([C:6]([NH:21][CH2:18][CH2:19][CH3:20])=[O:8])=[C:4]([N+:13]([O-:15])=[O:14])[C:3]=1[O:16][CH3:17]. (2) Given the reactants Cl.[F:2][C:3]1[CH:18]=[CH:17][C:6]([CH2:7][NH:8][CH2:9][C:10]2[CH:15]=[CH:14][C:13]([F:16])=[CH:12][CH:11]=2)=[CH:5][CH:4]=1.[OH-].[Na+].[C:21](Cl)([CH3:23])=[O:22], predict the reaction product. The product is: [F:2][C:3]1[CH:4]=[CH:5][C:6]([CH2:7][N:8]([CH2:9][C:10]2[CH:15]=[CH:14][C:13]([F:16])=[CH:12][CH:11]=2)[C:21](=[O:22])[CH3:23])=[CH:17][CH:18]=1. (3) Given the reactants [CH3:1][O:2][C:3]1[CH:4]=[C:5]([C:11]2[S:15][C:14]3=[N:16][CH:17]=[C:18](I)[N:13]3[N:12]=2)[CH:6]=[CH:7][C:8]=1[O:9][CH3:10].O1CCOCC1.[C:26]([C:28]1[CH:33]=[CH:32][C:31](B2OC(C)(C)C(C)(C)O2)=[CH:30][N:29]=1)#[N:27].C(=O)([O-])[O-].[K+].[K+], predict the reaction product. The product is: [CH3:1][O:2][C:3]1[CH:4]=[C:5]([C:11]2[S:15][C:14]3=[N:16][CH:17]=[C:18]([C:31]4[CH:32]=[CH:33][C:28]([C:26]#[N:27])=[N:29][CH:30]=4)[N:13]3[N:12]=2)[CH:6]=[CH:7][C:8]=1[O:9][CH3:10]. (4) Given the reactants [CH:1]1([N:6]2[CH2:11][CH2:10][NH:9][CH2:8][CH2:7]2)[CH2:5][CH2:4][CH2:3][CH2:2]1.Br[CH2:13][C:14]#[N:15], predict the reaction product. The product is: [CH:1]1([N:6]2[CH2:7][CH2:8][N:9]([CH2:13][C:14]#[N:15])[CH2:10][CH2:11]2)[CH2:2][CH2:3][CH2:4][CH2:5]1.